From a dataset of TCR-epitope binding with 47,182 pairs between 192 epitopes and 23,139 TCRs. Binary Classification. Given a T-cell receptor sequence (or CDR3 region) and an epitope sequence, predict whether binding occurs between them. The TCR CDR3 sequence is CASSPDLGSTEAFF. The epitope is IPSINVHHY. Result: 1 (the TCR binds to the epitope).